This data is from Catalyst prediction with 721,799 reactions and 888 catalyst types from USPTO. The task is: Predict which catalyst facilitates the given reaction. (1) Reactant: [Br:1][C:2]1[CH:7]=[CH:6][C:5]([N:8]([CH2:18][C:19]2[CH:24]=[CH:23][C:22]([O:25][CH3:26])=[CH:21][CH:20]=2)[CH2:9][CH2:10][CH2:11][CH2:12][CH2:13][CH2:14][C:15]([OH:17])=[O:16])=[C:4]([CH:27]=[O:28])[CH:3]=1.[C:29](=O)([O-])[O-].[K+].[K+].IC.O. Product: [Br:1][C:2]1[CH:7]=[CH:6][C:5]([N:8]([CH2:18][C:19]2[CH:20]=[CH:21][C:22]([O:25][CH3:26])=[CH:23][CH:24]=2)[CH2:9][CH2:10][CH2:11][CH2:12][CH2:13][CH2:14][C:15]([O:17][CH3:29])=[O:16])=[C:4]([CH:27]=[O:28])[CH:3]=1. The catalyst class is: 3. (2) Reactant: C([O:3][C:4]([C:6]1[N:7]([CH2:47][CH:48]=[CH2:49])[CH:8]=[N:9][C:10]=1[N:11]1[C:15](=[O:16])[NH:14][C:13]([CH:17]([NH:29][C:30]2[CH:35]=[CH:34][C:33]([C:36]#[N:37])=[C:32]([CH2:38][NH:39][C:40]([O:42][C:43]([CH3:46])([CH3:45])[CH3:44])=[O:41])[CH:31]=2)[C:18]2[CH:23]=[C:22]([O:24][CH3:25])[C:21]([O:26][CH3:27])=[CH:20][C:19]=2[F:28])=[N:12]1)=[O:5])C.[OH-].[Na+]. Product: [CH2:47]([N:7]1[C:6]([C:4]([OH:5])=[O:3])=[C:10]([N:11]2[C:15](=[O:16])[NH:14][C:13]([CH:17]([NH:29][C:30]3[CH:35]=[CH:34][C:33]([C:36]#[N:37])=[C:32]([CH2:38][NH:39][C:40]([O:42][C:43]([CH3:46])([CH3:45])[CH3:44])=[O:41])[CH:31]=3)[C:18]3[CH:23]=[C:22]([O:24][CH3:25])[C:21]([O:26][CH3:27])=[CH:20][C:19]=3[F:28])=[N:12]2)[N:9]=[CH:8]1)[CH:48]=[CH2:49]. The catalyst class is: 5. (3) Reactant: [CH3:1][C:2]1[CH:10]=[CH:9][C:5]([C:6]([OH:8])=O)=[CH:4][CH:3]=1.Cl.CN(C)CCCN=C=NCC.[CH3:23][CH:24]1[CH2:29][CH2:28][CH2:27][CH2:26][CH:25]1[NH2:30].ClCCl. Product: [CH3:1][C:2]1[CH:3]=[CH:4][C:5]([C:6]([NH:30][CH:25]2[CH2:26][CH2:27][CH2:28][CH2:29][CH:24]2[CH3:23])=[O:8])=[CH:9][CH:10]=1. The catalyst class is: 9. (4) Reactant: [CH3:1][S:2]([CH2:5][CH2:6][NH:7][C:8]1[CH2:12][S:11][C:10](=[O:13])[N:9]=1)(=[O:4])=[O:3].[F:14][C:15]([F:36])([F:35])[C:16]1[CH:30]=[C:29]([C:31]([F:34])([F:33])[F:32])[CH:28]=[CH:27][C:17]=1[CH2:18][N:19]1[CH2:24][CH2:23][CH:22]([CH:25]=O)[CH2:21][CH2:20]1.C([O-])(=O)C.[NH2+]1CCCCC1. Product: [F:36][C:15]([F:14])([F:35])[C:16]1[CH:30]=[C:29]([C:31]([F:34])([F:33])[F:32])[CH:28]=[CH:27][C:17]=1[CH2:18][N:19]1[CH2:24][CH2:23][CH:22](/[CH:25]=[C:12]2/[C:8]([NH:7][CH2:6][CH2:5][S:2]([CH3:1])(=[O:3])=[O:4])=[N:9][C:10](=[O:13])[S:11]/2)[CH2:21][CH2:20]1. The catalyst class is: 41. (5) Reactant: [Br:1][C:2]1[CH:3]=[N:4][C:5]([C:8]2[CH:13]=[CH:12][C:11]([CH2:14][C@H:15]([NH:30][C:31]([C:33]3[S:34][C:35]([C:38]([CH3:41])([CH3:40])[CH3:39])=[CH:36][CH:37]=3)=[O:32])[C:16]([N:18]3[CH2:22][CH2:21][CH2:20][C@H:19]3[C:23]([O:25]C(C)(C)C)=[O:24])=[O:17])=[CH:10][CH:9]=2)=[N:6][CH:7]=1. Product: [Br:1][C:2]1[CH:3]=[N:4][C:5]([C:8]2[CH:13]=[CH:12][C:11]([CH2:14][C@H:15]([NH:30][C:31]([C:33]3[S:34][C:35]([C:38]([CH3:41])([CH3:40])[CH3:39])=[CH:36][CH:37]=3)=[O:32])[C:16]([N:18]3[CH2:22][CH2:21][CH2:20][C@H:19]3[C:23]([OH:25])=[O:24])=[O:17])=[CH:10][CH:9]=2)=[N:6][CH:7]=1. The catalyst class is: 2. (6) Reactant: [NH:1]1[C:10]2[C:5](=[N:6][CH:7]=[CH:8][CH:9]=2)[CH:4]=[CH:3][C:2]1=[O:11].[F:12][C:13]([F:26])([F:25])[S:14](O[S:14]([C:13]([F:26])([F:25])[F:12])(=[O:16])=[O:15])(=[O:16])=[O:15]. Product: [F:12][C:13]([F:26])([F:25])[S:14]([O:11][C:2]1[CH:3]=[CH:4][C:5]2[C:10](=[CH:9][CH:8]=[CH:7][N:6]=2)[N:1]=1)(=[O:16])=[O:15]. The catalyst class is: 17. (7) Reactant: [C:1](=[NH:14])([C:8]1[CH:13]=[CH:12][CH:11]=[CH:10][CH:9]=1)[C:2]1[CH:7]=[CH:6][CH:5]=[CH:4][CH:3]=1.Br[C:16]1[CH:17]=[C:18]([CH:25]=[CH:26][N:27]=1)[C:19]([N:21]([O:23][CH3:24])[CH3:22])=[O:20].C(P(C(C)(C)C)C1C=CC=CC=1C1C(C(C)C)=CC(C(C)C)=CC=1C(C)C)(C)(C)C.CC(C)([O-])C.[Na+]. Product: [C:2]1([C:1](=[N:14][C:16]2[CH:17]=[C:18]([CH:25]=[CH:26][N:27]=2)[C:19]([N:21]([O:23][CH3:24])[CH3:22])=[O:20])[C:8]2[CH:9]=[CH:10][CH:11]=[CH:12][CH:13]=2)[CH:7]=[CH:6][CH:5]=[CH:4][CH:3]=1. The catalyst class is: 835. (8) Product: [CH:2]([C:4]1([O:24][CH3:23])[S:8][C:7]([NH:9][C:10]23[CH2:19][CH:14]4[CH2:13][CH:12]([CH2:18][CH:16]([CH2:15]4)[CH2:17]2)[CH2:11]3)=[N:6][C:5]1=[O:20])([CH3:1])[CH3:3]. Reactant: [CH3:1][CH:2]([CH:4]1[S:8][C:7]([NH:9][C:10]23[CH2:19][CH:14]4[CH2:15][CH:16]([CH2:18][CH:12]([CH2:13]4)[CH2:11]2)[CH2:17]3)=[N:6][C:5]1=[O:20])[CH3:3].C1C(=O)N(Br)[C:23](=[O:24])C1. The catalyst class is: 53. (9) Reactant: [Br:1][C:2]1[CH:3]=[N:4][NH:5][CH:6]=1.[O:7]1[CH:12]=[CH:11][CH2:10][CH2:9][CH2:8]1. Product: [Br:1][C:2]1[CH:3]=[N:4][N:5]([CH:8]2[CH2:9][CH2:10][CH2:11][CH2:12][O:7]2)[CH:6]=1. The catalyst class is: 67. (10) Reactant: Cl[CH2:2][C:3]([N:5]([CH3:7])[CH3:6])=[O:4].[Cl:8][C:9]1[CH:17]=[CH:16][CH:15]=[C:14]2[C:10]=1[C:11]([C:18]([OH:20])=[O:19])=[CH:12][NH:13]2.O.O.O.O.O.O.O.O.[OH-].[Ba+2].[OH-].CN(C=O)C. Product: [Cl:8][C:9]1[CH:17]=[CH:16][CH:15]=[C:14]2[C:10]=1[C:11]([C:18]([OH:20])=[O:19])=[CH:12][N:13]2[CH2:2][C:3](=[O:4])[N:5]([CH3:7])[CH3:6]. The catalyst class is: 58.